From a dataset of Reaction yield outcomes from USPTO patents with 853,638 reactions. Predict the reaction yield, written as a fraction of the theoretical maximum amount of product (1.0 means a 100% yield; for example, 0.34 means a 34% yield). (1) The reactants are [N+:1]([C:4]1[CH:9]=[CH:8][C:7]([OH:10])=[CH:6][CH:5]=1)([O-:3])=[O:2].Br[CH2:12][CH2:13][OH:14].C(=O)([O-])[O-].[K+].[K+]. The catalyst is CN(C)C=O. The product is [N+:1]([C:4]1[CH:9]=[CH:8][C:7]([O:10][CH2:12][CH2:13][OH:14])=[CH:6][CH:5]=1)([O-:3])=[O:2]. The yield is 0.670. (2) The reactants are [C:1]1([C@@H:7]2[CH2:9][C@H:8]2[NH:10][C@@H:11]2[CH2:16][CH2:15][C@H:14]([NH:17]C(=O)OC(C)(C)C)[CH2:13][CH2:12]2)[CH:6]=[CH:5][CH:4]=[CH:3][CH:2]=1.[ClH:25]. The catalyst is O1CCOCC1. The product is [ClH:25].[C:1]1([C@@H:7]2[CH2:9][C@H:8]2[NH:10][C@H:11]2[CH2:12][CH2:13][C@@H:14]([NH2:17])[CH2:15][CH2:16]2)[CH:2]=[CH:3][CH:4]=[CH:5][CH:6]=1. The yield is 0.583.